Dataset: Forward reaction prediction with 1.9M reactions from USPTO patents (1976-2016). Task: Predict the product of the given reaction. (1) Given the reactants Cl.[CH3:2][C:3]1[S:12][C:11]2[NH:10][C:9]3[CH:13]=[CH:14][CH:15]=[CH:16][C:8]=3[N:7]=[C:6]([NH2:17])[C:5]=2[CH:4]=1.[F:18][C:19]([F:35])([F:34])[C:20]1[CH:21]=[C:22]([CH2:26][CH2:27][C@H:28]2[CH2:33]N[CH2:31][CH2:30][NH:29]2)[CH:23]=[CH:24][CH:25]=1.C(N(CC)C(C)C)(C)C.CS(C)=O, predict the reaction product. The product is: [F:18][C:19]([F:34])([F:35])[C:20]1[CH:21]=[C:22]([CH2:26][CH2:27][C@@H:28]2[NH:29][CH2:30][CH2:31][N:17]([C:6]3[C:5]4[CH:4]=[C:3]([CH3:2])[S:12][C:11]=4[NH:10][C:9]4[CH:13]=[CH:14][CH:15]=[CH:16][C:8]=4[N:7]=3)[CH2:33]2)[CH:23]=[CH:24][CH:25]=1. (2) Given the reactants COC(=O)[CH2:4][NH:5][C:6](=[O:37])[C:7]1[CH:12]=[C:11]([Cl:13])[C:10]([O:14][C:15]2[CH:20]=[CH:19][N:18]=[CH:17][C:16]=2[C:21]([N:23]2[C:32]3[C:27](=[CH:28][CH:29]=[CH:30][CH:31]=3)[N:26]([CH:33]3[CH2:35][CH2:34]3)[CH2:25][CH2:24]2)=[O:22])=[CH:9][C:8]=1[Cl:36].NC[CH2:41][CH2:42][C:43]([O:45][CH3:46])=[O:44], predict the reaction product. The product is: [CH3:46][O:45][C:43](=[O:44])[CH2:42][CH2:41][CH2:4][NH:5][C:6](=[O:37])[C:7]1[CH:12]=[C:11]([Cl:13])[C:10]([O:14][C:15]2[CH:20]=[CH:19][N:18]=[CH:17][C:16]=2[C:21]([N:23]2[C:32]3[C:27](=[CH:28][CH:29]=[CH:30][CH:31]=3)[N:26]([CH:33]3[CH2:35][CH2:34]3)[CH2:25][CH2:24]2)=[O:22])=[CH:9][C:8]=1[Cl:36]. (3) Given the reactants [Br:1][C:2]1[CH:3]=[C:4]([CH2:9][CH2:10][C:11]([O:13][CH2:14][CH3:15])=[O:12])[CH:5]=[CH:6][C:7]=1[OH:8].I[CH2:17][CH2:18][CH2:19][CH3:20], predict the reaction product. The product is: [Br:1][C:2]1[CH:3]=[C:4]([CH2:9][CH2:10][C:11]([O:13][CH2:14][CH3:15])=[O:12])[CH:5]=[CH:6][C:7]=1[O:8][CH2:17][CH2:18][CH2:19][CH3:20].